This data is from Peptide-MHC class I binding affinity with 185,985 pairs from IEDB/IMGT. The task is: Regression. Given a peptide amino acid sequence and an MHC pseudo amino acid sequence, predict their binding affinity value. This is MHC class I binding data. (1) The peptide sequence is ETLWSPWKL. The MHC is BoLA-T2b with pseudo-sequence BoLA-T2b. The binding affinity (normalized) is 0.0641. (2) The peptide sequence is RTRFFCIPK. The MHC is HLA-A02:01 with pseudo-sequence HLA-A02:01. The binding affinity (normalized) is 0.0976.